From a dataset of TCR-epitope binding with 47,182 pairs between 192 epitopes and 23,139 TCRs. Binary Classification. Given a T-cell receptor sequence (or CDR3 region) and an epitope sequence, predict whether binding occurs between them. (1) The epitope is KLSYGIATV. The TCR CDR3 sequence is CASSEWGGTDTQYF. Result: 1 (the TCR binds to the epitope). (2) The epitope is FTYASALWEI. The TCR CDR3 sequence is CATSGGRNTEAFF. Result: 0 (the TCR does not bind to the epitope). (3) The epitope is RQLLFVVEV. The TCR CDR3 sequence is CSVTALYEQYF. Result: 1 (the TCR binds to the epitope). (4) The epitope is RLRPGGKKR. The TCR CDR3 sequence is CSAREFSDRDYEQYF. Result: 1 (the TCR binds to the epitope). (5) The epitope is FPPTSFGPL. The TCR CDR3 sequence is CAISEPGTNQPQHF. Result: 0 (the TCR does not bind to the epitope). (6) The epitope is LVLSVNPYV. The TCR CDR3 sequence is CSALRTDYYEQYF. Result: 0 (the TCR does not bind to the epitope). (7) The TCR CDR3 sequence is CSASSGQGSGNTIYF. The epitope is LSDDAVVCFNSTY. Result: 0 (the TCR does not bind to the epitope). (8) The epitope is KTWGQYWQV. The TCR CDR3 sequence is CATSVGRGAQETQYF. Result: 0 (the TCR does not bind to the epitope). (9) Result: 0 (the TCR does not bind to the epitope). The epitope is ATDALMTGY. The TCR CDR3 sequence is CSANRETQYF.